Dataset: Catalyst prediction with 721,799 reactions and 888 catalyst types from USPTO. Task: Predict which catalyst facilitates the given reaction. (1) Reactant: [F:1][C:2]([F:27])([F:26])[C:3]1[NH:7][N:6]=[C:5]([C:8]2[CH:13]=[CH:12][C:11]([C@H:14]3[CH2:19][CH2:18][C@H:17]([CH2:20][C:21]([O:23]CC)=[O:22])[CH2:16][CH2:15]3)=[CH:10][CH:9]=2)[CH:4]=1.[OH-].[Li+]. Product: [F:27][C:2]([F:1])([F:26])[C:3]1[NH:7][N:6]=[C:5]([C:8]2[CH:9]=[CH:10][C:11]([C@H:14]3[CH2:15][CH2:16][C@H:17]([CH2:20][C:21]([OH:23])=[O:22])[CH2:18][CH2:19]3)=[CH:12][CH:13]=2)[CH:4]=1. The catalyst class is: 7. (2) Reactant: [F:1][C:2]1[C:3]([CH3:14])=[CH:4][C:5]2[C:9]([CH3:11])([CH3:10])[O:8][B:7]([OH:12])[C:6]=2[CH:13]=1.C(OOC(=O)C1C=CC=CC=1)(=[O:22])C1C=CC=CC=1.C1C(=O)N(Br)C(=O)C1.C([O-])([O-])=O.[Na+].[Na+].Cl. Product: [F:1][C:2]1[C:3]([CH:14]=[O:22])=[CH:4][C:5]2[C:9]([CH3:10])([CH3:11])[O:8][B:7]([OH:12])[C:6]=2[CH:13]=1. The catalyst class is: 53. (3) The catalyst class is: 1. Product: [CH3:16][C:13]1[CH:14]=[CH:15][C:10]([CH2:2][C:1]#[N:3])=[N:11][CH:12]=1. Reactant: [C:1](#[N:3])[CH3:2].[Li]CCCC.Br[C:10]1[CH:15]=[CH:14][C:13]([CH3:16])=[CH:12][N:11]=1. (4) Reactant: [OH:1][CH2:2][CH2:3][C:4]([O:6][CH2:7][C:8]1[CH:13]=[CH:12][CH:11]=[CH:10][CH:9]=1)=[O:5].[CH2:14]1[CH2:19][O:18][CH:17]=[CH:16][CH2:15]1.CC1C=CC(S([O-])(=O)=O)=CC=1.C1C=C[NH+]=CC=1. Product: [O:18]1[CH2:19][CH2:14][CH2:15][CH2:16][CH:17]1[O:1][CH2:2][CH2:3][C:4]([O:6][CH2:7][C:8]1[CH:13]=[CH:12][CH:11]=[CH:10][CH:9]=1)=[O:5]. The catalyst class is: 4. (5) Reactant: [SH:1][C:2]1[NH:3][C:4]2[CH:10]=[CH:9][CH:8]=[CH:7][C:5]=2[N:6]=1.C([O-])([O-])=O.[K+].[K+].Br[C:18]1[S:22][C:21]([CH:23]=[O:24])=[CH:20][CH:19]=1. Product: [NH:3]1[C:4]2[CH:10]=[CH:9][CH:8]=[CH:7][C:5]=2[N:6]=[C:2]1[S:1][C:18]1[S:22][C:21]([CH:23]=[O:24])=[CH:20][CH:19]=1. The catalyst class is: 3. (6) Reactant: O[C@H:2]([C:37]1[C:65]([F:66])=[CH:64][C:40]2[N:41]([CH2:56][O:57][CH2:58][CH2:59][Si:60]([CH3:63])([CH3:62])[CH3:61])[C:42]([C@@H:44]3[CH2:48][CH2:47][CH2:46][N:45]3[C:49]([O:51][C:52]([CH3:55])([CH3:54])[CH3:53])=[O:50])=[N:43][C:39]=2[CH:38]=1)[CH2:3][CH2:4][C@@H:5]([C:7]1[C:35]([F:36])=[CH:34][C:10]2[N:11]([CH2:26][O:27][CH2:28][CH2:29][Si:30]([CH3:33])([CH3:32])[CH3:31])[C:12]([C@@H:14]3[CH2:18][CH2:17][CH2:16][N:15]3[C:19]([O:21][C:22]([CH3:25])([CH3:24])[CH3:23])=[O:20])=[N:13][C:9]=2[CH:8]=1)O.C(N(CC)CC)C.S(Cl)(C)(=O)=O.[C:79]([C:83]1[CH:89]=[CH:88][C:86]([NH2:87])=[CH:85][CH:84]=1)([CH3:82])([CH3:81])[CH3:80]. Product: [C:79]([C:83]1[CH:84]=[CH:85][C:86]([N:87]2[C@@H:2]([C:37]3[C:65]([F:66])=[CH:64][C:40]4[N:41]([CH2:56][O:57][CH2:58][CH2:59][Si:60]([CH3:62])([CH3:61])[CH3:63])[C:42]([C@@H:44]5[CH2:48][CH2:47][CH2:46][N:45]5[C:49]([O:51][C:52]([CH3:53])([CH3:54])[CH3:55])=[O:50])=[N:43][C:39]=4[CH:38]=3)[CH2:3][CH2:4][C@@H:5]2[C:7]2[C:35]([F:36])=[CH:34][C:10]3[N:11]([CH2:26][O:27][CH2:28][CH2:29][Si:30]([CH3:31])([CH3:32])[CH3:33])[C:12]([C@@H:14]4[CH2:18][CH2:17][CH2:16][N:15]4[C:19]([O:21][C:22]([CH3:24])([CH3:23])[CH3:25])=[O:20])=[N:13][C:9]=3[CH:8]=2)=[CH:88][CH:89]=1)([CH3:82])([CH3:80])[CH3:81]. The catalyst class is: 91.